The task is: Predict the reactants needed to synthesize the given product.. This data is from Full USPTO retrosynthesis dataset with 1.9M reactions from patents (1976-2016). Given the product [C:18]([NH:1][C:2]1[CH:10]=[C:6]([C:7]([OH:9])=[O:8])[C:5]([OH:11])=[CH:4][CH:3]=1)(=[O:24])[CH2:19][CH2:20][CH2:21][CH2:22][CH3:23], predict the reactants needed to synthesize it. The reactants are: [NH2:1][C:2]1[CH:10]=[C:6]([C:7]([OH:9])=[O:8])[C:5]([OH:11])=[CH:4][CH:3]=1.C(=O)([O-])[O-].[K+].[K+].[C:18](Cl)(=[O:24])[CH2:19][CH2:20][CH2:21][CH2:22][CH3:23].